Dataset: Catalyst prediction with 721,799 reactions and 888 catalyst types from USPTO. Task: Predict which catalyst facilitates the given reaction. Product: [F:15][C:12]1[C:11]([C:16]2[CH:21]=[CH:20][CH:19]=[C:18]([CH3:22])[CH:17]=2)=[CH:10][C:9]([C@@H:8]([C@@H:23]2[CH2:28][CH2:27][CH2:26][NH:25][CH2:24]2)[CH2:7][CH2:6][CH2:5][NH:4][C:1](=[O:3])[CH3:2])=[CH:14][CH:13]=1. Reactant: [C:1]([NH:4][CH2:5][CH2:6][CH2:7][C@H:8]([C@@H:23]1[CH2:28][CH2:27][CH2:26][N:25](C(OC(C)(C)C)=O)[CH2:24]1)[C:9]1[CH:10]=[C:11]([C:16]2[CH:21]=[CH:20][CH:19]=[C:18]([CH3:22])[CH:17]=2)[C:12]([F:15])=[CH:13][CH:14]=1)(=[O:3])[CH3:2].C([O-])(O)=O.[Na+]. The catalyst class is: 137.